This data is from Forward reaction prediction with 1.9M reactions from USPTO patents (1976-2016). The task is: Predict the product of the given reaction. (1) Given the reactants [Br:1][C:2]1[CH:3]=[C:4]([CH:13]=[CH:14][C:15]=1[CH3:16])[C:5](/[N:7]=[C:8](/[N:10](C)C)\[CH3:9])=[O:6].NO.[OH-].[Na+], predict the reaction product. The product is: [Br:1][C:2]1[CH:3]=[C:4]([C:5]2[O:6][N:10]=[C:8]([CH3:9])[N:7]=2)[CH:13]=[CH:14][C:15]=1[CH3:16]. (2) The product is: [CH3:35][S:31]([C:3]1[N:4]=[CH:5][C:6]2[C:11]3([CH2:14][CH2:13][CH2:12]3)[N:10]([C:15]([O:17][CH2:18][C:19]3[CH:24]=[CH:23][CH:22]=[CH:21][CH:20]=3)=[O:16])[CH:9]([C:25]([O:27][CH3:28])=[O:26])[C:7]=2[N:8]=1)(=[O:33])=[O:30]. Given the reactants CS[C:3]1[N:4]=[CH:5][C:6]2[C:11]3([CH2:14][CH2:13][CH2:12]3)[N:10]([C:15]([O:17][CH2:18][C:19]3[CH:24]=[CH:23][CH:22]=[CH:21][CH:20]=3)=[O:16])[CH:9]([C:25]([O:27][CH3:28])=[O:26])[C:7]=2[N:8]=1.O[O:30][S:31]([O-:33])=O.[K+].[CH3:35]N(C=O)C, predict the reaction product. (3) Given the reactants C([Li])CCC.[CH3:6][C:7]1([CH3:26])[CH2:12][CH2:11][C:10]2([O:16][CH2:15][CH2:14][O:13]2)[CH2:9][CH:8]1[S:17]([C:20]1[CH:25]=[CH:24][CH:23]=[CH:22][CH:21]=1)(=[O:19])=[O:18].C1(C(C2C=CC=CC=2)C2C=CC=CC=2)C=CC=CC=1.Br[CH2:47][CH2:48][CH2:49][CH2:50][CH2:51][CH2:52][CH2:53][CH2:54][CH2:55][CH2:56][OH:57].[Cl-].[NH4+], predict the reaction product. The product is: [CH3:6][C:7]1([CH3:26])[CH2:12][CH2:11][C:10]2([O:16][CH2:15][CH2:14][O:13]2)[CH2:9][C:8]1([CH2:47][CH2:48][CH2:49][CH2:50][CH2:51][CH2:52][CH2:53][CH2:54][CH2:55][CH2:56][OH:57])[S:17]([C:20]1[CH:25]=[CH:24][CH:23]=[CH:22][CH:21]=1)(=[O:19])=[O:18].